From a dataset of Reaction yield outcomes from USPTO patents with 853,638 reactions. Predict the reaction yield, written as a fraction of the theoretical maximum amount of product (1.0 means a 100% yield; for example, 0.34 means a 34% yield). (1) The reactants are [NH2:1][C:2](C)([CH2:5][CH:6]1[CH2:8][CH2:7]1)[C:3]#[N:4].C(N(C(C)C)CC)(C)C.[C:19](O[C:19]([O:21][C:22]([CH3:25])([CH3:24])[CH3:23])=[O:20])([O:21][C:22]([CH3:25])([CH3:24])[CH3:23])=[O:20]. The catalyst is ClCCl. The product is [C:22]([O:21][C:19](=[O:20])[NH:1][CH:2]([C:3]#[N:4])[CH2:5][CH:6]1[CH2:7][CH2:8]1)([CH3:25])([CH3:24])[CH3:23]. The yield is 0.660. (2) The reactants are [N:1]([CH2:4][C@H:5]([CH3:26])[C@@H:6]([O:18][Si:19]([C:22]([CH3:25])([CH3:24])[CH3:23])([CH3:21])[CH3:20])[C@H:7]([NH:10][C:11](=[O:17])[O:12][C:13]([CH3:16])([CH3:15])[CH3:14])[CH2:8][OH:9])=[N+:2]=[N-:3].[CH3:27][S:28](Cl)(=[O:30])=[O:29]. The catalyst is N1C=CC=CC=1.CN(C1C=CN=CC=1)C.CCOC(C)=O. The product is [CH3:27][S:28]([O:9][CH2:8][C@@H:7]([NH:10][C:11]([O:12][C:13]([CH3:16])([CH3:14])[CH3:15])=[O:17])[C@H:6]([O:18][Si:19]([C:22]([CH3:25])([CH3:24])[CH3:23])([CH3:20])[CH3:21])[C@@H:5]([CH3:26])[CH2:4][N:1]=[N+:2]=[N-:3])(=[O:30])=[O:29]. The yield is 0.880. (3) The reactants are [NH2:1][CH:2]([CH2:11][C:12]1[CH:17]=[CH:16][C:15]([C:18]([F:21])([F:20])[F:19])=[CH:14][CH:13]=1)[CH:3]([C:5]1[CH:10]=[CH:9][CH:8]=[CH:7][CH:6]=1)[OH:4].[C:22]1([CH2:28][CH2:29][C:30](Cl)=[O:31])[CH:27]=[CH:26][CH:25]=[CH:24][CH:23]=1.C(=O)([O-])O.[Na+]. The catalyst is C(OCC)(=O)C.O. The product is [OH:4][CH:3]([C:5]1[CH:6]=[CH:7][CH:8]=[CH:9][CH:10]=1)[CH:2]([NH:1][C:30](=[O:31])[CH2:29][CH2:28][C:22]1[CH:27]=[CH:26][CH:25]=[CH:24][CH:23]=1)[CH2:11][C:12]1[CH:13]=[CH:14][C:15]([C:18]([F:19])([F:20])[F:21])=[CH:16][CH:17]=1. The yield is 0.870. (4) The reactants are [NH2:1][C:2]1[N:3]=[C:4]([CH3:21])[C:5]2[CH:11]=[CH:10][C:9](=[O:12])[N:8]([C@H:13]3[CH2:18][CH2:17][C@H:16]([O:19][CH3:20])[CH2:15][CH2:14]3)[C:6]=2[N:7]=1.[Br:22]N1C(=O)CCC1=O. The catalyst is CN(C)C=O.COC(C)(C)C. The product is [NH2:1][C:2]1[N:3]=[C:4]([CH3:21])[C:5]2[CH:11]=[C:10]([Br:22])[C:9](=[O:12])[N:8]([C@H:13]3[CH2:14][CH2:15][C@H:16]([O:19][CH3:20])[CH2:17][CH2:18]3)[C:6]=2[N:7]=1. The yield is 0.970. (5) The reactants are [CH2:1]([N:8]=[C:9]=[O:10])[C:2]1[CH:7]=[CH:6][CH:5]=[CH:4][CH:3]=1.[C:11]1([C:17]2([CH2:27][CH2:28][CH2:29][CH3:30])[C:21]3[CH2:22][NH:23][CH2:24][CH2:25][C:20]=3[C:19](=[O:26])[O:18]2)[CH:16]=[CH:15][CH:14]=[CH:13][CH:12]=1. The catalyst is ClCCl. The product is [CH2:1]([NH:8][C:9]([N:23]1[CH2:24][CH2:25][C:20]2[C:19](=[O:26])[O:18][C:17]([CH2:27][CH2:28][CH2:29][CH3:30])([C:11]3[CH:16]=[CH:15][CH:14]=[CH:13][CH:12]=3)[C:21]=2[CH2:22]1)=[O:10])[C:2]1[CH:7]=[CH:6][CH:5]=[CH:4][CH:3]=1. The yield is 0.500. (6) The reactants are [O:1]1[C:5]([C:6]2[C:14]3[C:9](=[CH:10][CH:11]=[C:12]([C:15]#[N:16])[CH:13]=3)[N:8](C3CCCCO3)[N:7]=2)=[CH:4][C:3]2[CH:23]=[CH:24][CH:25]=[CH:26][C:2]1=2.Cl. The catalyst is CO. The product is [O:1]1[C:5]([C:6]2[C:14]3[C:9](=[CH:10][CH:11]=[C:12]([C:15]#[N:16])[CH:13]=3)[NH:8][N:7]=2)=[CH:4][C:3]2[CH:23]=[CH:24][CH:25]=[CH:26][C:2]1=2. The yield is 0.900. (7) The reactants are [CH3:1][C@H:2]1[C@H:11]([CH3:12])[C@@H:10]([NH:13][C:14](=[O:23])[O:15][CH2:16][C:17]2[CH:22]=[CH:21][CH:20]=[CH:19][CH:18]=2)[C:9]2[C:4](=[CH:5][CH:6]=[CH:7][CH:8]=2)[NH:3]1.N1C=CC=CC=1.[C:30](Cl)(=[O:32])[CH3:31]. The catalyst is ClCCl. The product is [C:30]([N:3]1[C:4]2[C:9](=[CH:8][CH:7]=[CH:6][CH:5]=2)[C@H:10]([NH:13][C:14](=[O:23])[O:15][CH2:16][C:17]2[CH:22]=[CH:21][CH:20]=[CH:19][CH:18]=2)[C@@H:11]([CH3:12])[C@@H:2]1[CH3:1])(=[O:32])[CH3:31]. The yield is 0.990. (8) The reactants are [CH2:1]([O:3][C:4]1[C:9]([CH:10]=[O:11])=[C:8]([C:12]([F:15])([F:14])[F:13])[N:7]=[CH:6][N:5]=1)[CH3:2].[BH4-].[Na+].O. The yield is 0.978. The product is [CH2:1]([O:3][C:4]1[C:9]([CH2:10][OH:11])=[C:8]([C:12]([F:14])([F:15])[F:13])[N:7]=[CH:6][N:5]=1)[CH3:2]. The catalyst is CO. (9) The reactants are [CH3:1][O:2][C:3]1[CH:4]=[C:5]([CH:7]=[CH:8][C:9]=1[C:10]1[O:14][CH:13]=[N:12][CH:11]=1)[NH2:6].[CH3:15][O:16][C:17]1[CH:24]=[CH:23][C:20]([CH:21]=O)=[CH:19][CH:18]=1. No catalyst specified. The product is [CH3:15][O:16][C:17]1[CH:24]=[CH:23][C:20]([CH2:21][NH:6][C:5]2[CH:7]=[CH:8][C:9]([C:10]3[O:14][CH:13]=[N:12][CH:11]=3)=[C:3]([O:2][CH3:1])[CH:4]=2)=[CH:19][CH:18]=1. The yield is 0.677. (10) The reactants are [C:1]([NH:5][S:6]([C:9]1([CH3:12])[CH2:11][CH2:10]1)(=[O:8])=[O:7])([CH3:4])([CH3:3])[CH3:2].[CH2:13](Br)[CH:14]=C. No catalyst specified. The product is [C:1]([NH:5][S:6]([C:9]1([CH2:12][CH:13]=[CH2:14])[CH2:11][CH2:10]1)(=[O:8])=[O:7])([CH3:4])([CH3:2])[CH3:3]. The yield is 0.970.